From a dataset of Catalyst prediction with 721,799 reactions and 888 catalyst types from USPTO. Predict which catalyst facilitates the given reaction. (1) Reactant: [F:1][C:2]([F:56])([F:55])[C:3]1[CH:4]=[C:5]([C@H:13]([N:15]([CH3:54])[C:16]([N:18]2[CH2:23][CH2:22][C@@:21]([CH2:31][CH:32]=[C:33]([O:38][Si](C(C)(C)C)(C)C)[C:34]([O:36][CH3:37])=[O:35])([NH:24][S:25]([C:27]([CH3:30])([CH3:29])[CH3:28])=[O:26])[CH2:20][C@@H:19]2[C:46]2[CH:51]=[CH:50][C:49]([F:52])=[CH:48][C:47]=2[CH3:53])=[O:17])[CH3:14])[CH:6]=[C:7]([C:9]([F:12])([F:11])[F:10])[CH:8]=1.C(O)(=O)C.[F-].[Cs+].C([O-])(O)=O.[Na+]. Product: [F:56][C:2]([F:1])([F:55])[C:3]1[CH:4]=[C:5]([C@H:13]([N:15]([CH3:54])[C:16]([N:18]2[CH2:23][CH2:22][C@@:21]([CH2:31][CH2:32][C:33](=[O:38])[C:34]([O:36][CH3:37])=[O:35])([NH:24][S:25]([C:27]([CH3:29])([CH3:30])[CH3:28])=[O:26])[CH2:20][C@@H:19]2[C:46]2[CH:51]=[CH:50][C:49]([F:52])=[CH:48][C:47]=2[CH3:53])=[O:17])[CH3:14])[CH:6]=[C:7]([C:9]([F:11])([F:12])[F:10])[CH:8]=1. The catalyst class is: 10. (2) Reactant: [C:1]([O:5][C:6](=[O:22])[CH2:7][CH2:8][NH:9][CH2:10][C:11]1[C:12]([CH2:20][CH3:21])=[N:13][C:14]([C:17](=O)[CH3:18])=[CH:15][CH:16]=1)([CH3:4])([CH3:3])[CH3:2].Cl[C:24]1[CH:32]=[CH:31][C:27]([CH2:28][O:29][NH2:30])=[CH:26][C:25]=1[C:33]([F:36])([F:35])[F:34].[C:37](O)(=O)[CH3:38]. Product: [C:1]([O:5][C:6](=[O:22])[CH2:7][CH2:8][NH:9][CH2:10][C:11]1[C:12]([CH2:20][CH3:21])=[N:13][C:14]([C:17](=[N:30][O:29][CH2:28][C:27]2[CH:31]=[CH:32][C:24]([CH:38]3[CH2:37][CH2:15][CH2:16][CH2:11][CH2:10]3)=[C:25]([C:33]([F:36])([F:35])[F:34])[CH:26]=2)[CH3:18])=[CH:15][CH:16]=1)([CH3:4])([CH3:3])[CH3:2]. The catalyst class is: 5. (3) Product: [Br:1][C:2]1[CH:3]=[N:4][CH:5]=[C:6]([Br:9])[C:7]=1[N:14]1[CH2:15][CH2:16][CH:12]([C:10]#[N:11])[CH2:13]1. The catalyst class is: 37. Reactant: [Br:1][C:2]1[CH:3]=[N:4][CH:5]=[C:6]([Br:9])[C:7]=1Cl.[C:10]([CH:12]1[CH2:16][CH2:15][NH:14][CH2:13]1)#[N:11].C(N(CC)CC)C. (4) Reactant: [F:1][C:2]1[C:3]([NH:8][NH2:9])=[N:4][CH:5]=[CH:6][CH:7]=1.C(N(CC)CC)C.C[O:18][C:19](=O)[N:20]=[C:21](SC)[C:22]([C:36]1[CH:37]=[C:38]2[C:43](=[C:44]([O:46][CH3:47])[CH:45]=1)[O:42][CH2:41][CH2:40][CH2:39]2)=[N:23][C:24]1[CH:29]=[CH:28][C:27]([C:30]2[N:34]=[C:33]([CH3:35])[O:32][N:31]=2)=[CH:26][CH:25]=1. Product: [F:1][C:2]1[C:3]([N:8]2[C:19](=[O:18])[NH:20][C:21]([CH:22]([C:36]3[CH:37]=[C:38]4[C:43](=[C:44]([O:46][CH3:47])[CH:45]=3)[O:42][CH2:41][CH2:40][CH2:39]4)[NH:23][C:24]3[CH:29]=[CH:28][C:27]([C:30]4[N:34]=[C:33]([CH3:35])[O:32][N:31]=4)=[CH:26][CH:25]=3)=[N:9]2)=[N:4][CH:5]=[CH:6][CH:7]=1. The catalyst class is: 3.